From a dataset of Retrosynthesis with 50K atom-mapped reactions and 10 reaction types from USPTO. Predict the reactants needed to synthesize the given product. (1) Given the product O=C1c2ccccc2C(=O)N1CCCc1cccc(/C=C\c2ccccc2C(F)(F)F)c1, predict the reactants needed to synthesize it. The reactants are: FC(F)(F)c1ccccc1C[P+](c1ccccc1)(c1ccccc1)c1ccccc1.O=Cc1cccc(CCCN2C(=O)c3ccccc3C2=O)c1. (2) Given the product C=C1C[C@H]2[C@@H]3CCC(=O)[C@@]3(C)CC[C@@H]2[C@@]2(C)CCC(=O)C(OC)=C12, predict the reactants needed to synthesize it. The reactants are: C=C1C[C@H]2[C@@H]3CCC(=O)[C@@]3(C)CC[C@@H]2[C@@]2(C)CCC(=O)C(O)=C12.CI.